From a dataset of Catalyst prediction with 721,799 reactions and 888 catalyst types from USPTO. Predict which catalyst facilitates the given reaction. (1) The catalyst class is: 3. Reactant: C1CCC(N=C=NC2CCCCC2)CC1.C(N(CC)CC)C.[NH:23]([C:32]([O:34][C:35]([CH3:38])([CH3:37])[CH3:36])=[O:33])[C@H:24]([C:29]([OH:31])=O)[C@H:25]([CH2:27][CH3:28])[CH3:26].O.[NH:40]1[CH2:54][CH2:53][CH2:52][C@@H:41]1[C:42]([O:44][CH2:45][C:46]1[CH:51]=[CH:50][CH:49]=[CH:48][CH:47]=1)=[O:43].Cl.C1C=CC2N(O)N=NC=2C=1. Product: [NH:23]([C:32]([O:34][C:35]([CH3:38])([CH3:37])[CH3:36])=[O:33])[C@H:24]([C:29]([N:40]1[CH2:54][CH2:53][CH2:52][C@@H:41]1[C:42]([O:44][CH2:45][C:46]1[CH:47]=[CH:48][CH:49]=[CH:50][CH:51]=1)=[O:43])=[O:31])[C@H:25]([CH2:27][CH3:28])[CH3:26]. (2) Reactant: Cl[Si:2]([C:5]([CH3:8])([CH3:7])[CH3:6])([CH3:4])[CH3:3].[Cl:9][C:10]1[CH:11]=[C:12]([CH:15]=[C:16]([O:18][C:19]2[C:20]([CH3:28])=[N:21][N:22]([CH2:25][CH2:26][OH:27])[C:23]=2[CH3:24])[CH:17]=1)[C:13]#[N:14].N1C=CN=C1.O. Product: [Si:2]([O:27][CH2:26][CH2:25][N:22]1[C:23]([CH3:24])=[C:19]([O:18][C:16]2[CH:15]=[C:12]([CH:11]=[C:10]([Cl:9])[CH:17]=2)[C:13]#[N:14])[C:20]([CH3:28])=[N:21]1)([C:5]([CH3:8])([CH3:7])[CH3:6])([CH3:4])[CH3:3]. The catalyst class is: 9. (3) Reactant: [Cl-:1].[Cl-].[CH:3]1([Zr+2:8][C:9]2([CH2:14][CH2:15][CH2:16][O:17][Si](C)(C)C)[CH:13]=[CH:12][CH:11]=[CH:10]2)[CH:7]=[CH:6][CH:5]=[CH:4]1. Product: [Cl-:1].[Cl-:1].[CH:3]1([Zr+2:8][C:9]2([CH2:14][CH2:15][CH2:16][OH:17])[CH:10]=[CH:11][CH:12]=[CH:13]2)[CH:7]=[CH:6][CH:5]=[CH:4]1. The catalyst class is: 11. (4) The catalyst class is: 252. Reactant: [Cl:1][C:2]1[C:7]([NH:8][S:9]([CH3:12])(=[O:11])=[O:10])=[CH:6][C:5]([C:13]2[CH:21]=[C:20]3[C:16]([CH:17]=[N:18][N:19]3S(C3C=CC(C)=CC=3)(=O)=O)=[C:15]([C:32]3[O:33][C:34]([CH2:37][N:38]4[CH2:43][CH2:42][O:41][CH2:40][CH2:39]4)=[N:35][N:36]=3)[CH:14]=2)=[CH:4][N:3]=1.[OH-].[Na+]. Product: [Cl:1][C:2]1[C:7]([NH:8][S:9]([CH3:12])(=[O:11])=[O:10])=[CH:6][C:5]([C:13]2[CH:21]=[C:20]3[C:16]([CH:17]=[N:18][NH:19]3)=[C:15]([C:32]3[O:33][C:34]([CH2:37][N:38]4[CH2:43][CH2:42][O:41][CH2:40][CH2:39]4)=[N:35][N:36]=3)[CH:14]=2)=[CH:4][N:3]=1. (5) Reactant: [CH3:1][C:2]([Si:5]([CH3:30])([CH3:29])[O:6][CH2:7][C:8]1[CH:13]=[CH:12][C:11]([C:14]2[CH:19]=[C:18]([O:20][CH3:21])[CH:17]=[CH:16][C:15]=2[F:22])=[C:10]([CH:23](O)[C:24]([CH3:27])([CH3:26])[CH3:25])[CH:9]=1)([CH3:4])[CH3:3].CS([Cl:35])(=O)=O. Product: [Cl:35][CH:23]([C:10]1[CH:9]=[C:8]([CH2:7][O:6][Si:5]([C:2]([CH3:4])([CH3:3])[CH3:1])([CH3:30])[CH3:29])[CH:13]=[CH:12][C:11]=1[C:14]1[CH:19]=[C:18]([O:20][CH3:21])[CH:17]=[CH:16][C:15]=1[F:22])[C:24]([CH3:27])([CH3:26])[CH3:25]. The catalyst class is: 34. (6) Reactant: CC(OC([N:8]1[CH2:13][CH2:12][C:11](=[C:14]([C:28]2[CH:33]=[CH:32][CH:31]=[CH:30][C:29]=2[NH2:34])[C:15]2[CH:20]=[CH:19][C:18]([C:21]([N:23]([CH2:26][CH3:27])[CH2:24][CH3:25])=[O:22])=[CH:17][CH:16]=2)[CH2:10][CH2:9]1)=O)(C)C.[CH:35]1([CH:41]=O)[CH2:40][CH2:39][CH2:38][CH2:37][CH2:36]1.C(O)(=O)C.[BH-](OC(C)=O)(OC(C)=O)OC(C)=O.[Na+].FC(F)(F)C(O)=O. Product: [CH:35]1([CH2:41][NH:34][C:29]2[CH:30]=[CH:31][CH:32]=[CH:33][C:28]=2[C:14](=[C:11]2[CH2:12][CH2:13][NH:8][CH2:9][CH2:10]2)[C:15]2[CH:20]=[CH:19][C:18]([C:21]([N:23]([CH2:24][CH3:25])[CH2:26][CH3:27])=[O:22])=[CH:17][CH:16]=2)[CH2:40][CH2:39][CH2:38][CH2:37][CH2:36]1. The catalyst class is: 279.